From a dataset of NCI-60 drug combinations with 297,098 pairs across 59 cell lines. Regression. Given two drug SMILES strings and cell line genomic features, predict the synergy score measuring deviation from expected non-interaction effect. (1) Drug 1: C#CCC(CC1=CN=C2C(=N1)C(=NC(=N2)N)N)C3=CC=C(C=C3)C(=O)NC(CCC(=O)O)C(=O)O. Drug 2: C1CC(=O)NC(=O)C1N2C(=O)C3=CC=CC=C3C2=O. Cell line: ACHN. Synergy scores: CSS=-7.97, Synergy_ZIP=3.33, Synergy_Bliss=-0.226, Synergy_Loewe=-9.12, Synergy_HSA=-9.07. (2) Drug 1: CCC1=CC2CC(C3=C(CN(C2)C1)C4=CC=CC=C4N3)(C5=C(C=C6C(=C5)C78CCN9C7C(C=CC9)(C(C(C8N6C)(C(=O)OC)O)OC(=O)C)CC)OC)C(=O)OC.C(C(C(=O)O)O)(C(=O)O)O. Drug 2: C1CN1P(=S)(N2CC2)N3CC3. Cell line: HOP-92. Synergy scores: CSS=36.3, Synergy_ZIP=-6.52, Synergy_Bliss=-2.12, Synergy_Loewe=0.216, Synergy_HSA=1.40. (3) Drug 1: CNC(=O)C1=CC=CC=C1SC2=CC3=C(C=C2)C(=NN3)C=CC4=CC=CC=N4. Drug 2: C1CC(C1)(C(=O)O)C(=O)O.[NH2-].[NH2-].[Pt+2]. Cell line: NCI-H322M. Synergy scores: CSS=3.84, Synergy_ZIP=-0.669, Synergy_Bliss=4.21, Synergy_Loewe=1.58, Synergy_HSA=2.35. (4) Drug 1: CC12CCC(CC1=CCC3C2CCC4(C3CC=C4C5=CN=CC=C5)C)O. Drug 2: CN(C(=O)NC(C=O)C(C(C(CO)O)O)O)N=O. Cell line: ACHN. Synergy scores: CSS=-0.739, Synergy_ZIP=-0.365, Synergy_Bliss=-3.84, Synergy_Loewe=-4.02, Synergy_HSA=-4.48. (5) Drug 1: CN(C)N=NC1=C(NC=N1)C(=O)N. Drug 2: CN(CC1=CN=C2C(=N1)C(=NC(=N2)N)N)C3=CC=C(C=C3)C(=O)NC(CCC(=O)O)C(=O)O. Cell line: SK-MEL-2. Synergy scores: CSS=0.805, Synergy_ZIP=-1.07, Synergy_Bliss=0.584, Synergy_Loewe=-21.8, Synergy_HSA=-5.78. (6) Drug 1: CC12CCC(CC1=CCC3C2CCC4(C3CC=C4C5=CN=CC=C5)C)O. Drug 2: CS(=O)(=O)CCNCC1=CC=C(O1)C2=CC3=C(C=C2)N=CN=C3NC4=CC(=C(C=C4)OCC5=CC(=CC=C5)F)Cl. Cell line: CAKI-1. Synergy scores: CSS=12.9, Synergy_ZIP=-4.58, Synergy_Bliss=-4.35, Synergy_Loewe=-1.93, Synergy_HSA=-1.41. (7) Drug 2: CC1CC(C(C(C=C(C(C(C=CC=C(C(=O)NC2=CC(=O)C(=C(C1)C2=O)OC)C)OC)OC(=O)N)C)C)O)OC. Cell line: NCIH23. Drug 1: C1=C(C(=O)NC(=O)N1)F. Synergy scores: CSS=57.1, Synergy_ZIP=-2.79, Synergy_Bliss=-5.21, Synergy_Loewe=-2.95, Synergy_HSA=-0.126.